Dataset: Forward reaction prediction with 1.9M reactions from USPTO patents (1976-2016). Task: Predict the product of the given reaction. (1) Given the reactants C(=O)([O-])[O-:2].[K+].[K+].[Cl:7][C:8]1[CH:30]=[CH:29][C:11]([O:12][C:13]2[CH:20]=[CH:19][C:16]([C:17]#[N:18])=[CH:15][C:14]=2[C:21]2[C:22]([O:27][CH3:28])=[N:23][CH:24]=[CH:25][CH:26]=2)=[C:10]([O:31][CH3:32])[CH:9]=1.OO, predict the reaction product. The product is: [Cl:7][C:8]1[CH:30]=[CH:29][C:11]([O:12][C:13]2[CH:20]=[CH:19][C:16]([C:17]([NH2:18])=[O:2])=[CH:15][C:14]=2[C:21]2[C:22]([O:27][CH3:28])=[N:23][CH:24]=[CH:25][CH:26]=2)=[C:10]([O:31][CH3:32])[CH:9]=1. (2) Given the reactants [Cl:1][C:2]1[CH:3]=[C:4]2[C:9](=[CH:10][C:11]=1[O:12][CH3:13])[O:8][CH:7]([C:14]([F:17])([F:16])[F:15])[C:6]([C:18]([O:20]CC)=[O:19])=[CH:5]2.CO.O.O[Li].O, predict the reaction product. The product is: [Cl:1][C:2]1[CH:3]=[C:4]2[C:9](=[CH:10][C:11]=1[O:12][CH3:13])[O:8][CH:7]([C:14]([F:17])([F:15])[F:16])[C:6]([C:18]([OH:20])=[O:19])=[CH:5]2.